Task: Predict which catalyst facilitates the given reaction.. Dataset: Catalyst prediction with 721,799 reactions and 888 catalyst types from USPTO Product: [F:39][CH:23]([F:22])[O:24][C:25]1[CH:26]=[C:27]([N:31]2[CH:35]=[C:34]([C:36]([NH:1][C:2]3[CH:7]=[CH:6][C:5]([C@@H:8]4[O:13][CH2:12][CH2:11][N:10]([C:14]([O:16][C:17]([CH3:18])([CH3:20])[CH3:19])=[O:15])[CH2:9]4)=[CH:4][C:3]=3[F:21])=[O:37])[CH:33]=[N:32]2)[CH:28]=[CH:29][CH:30]=1. Reactant: [NH2:1][C:2]1[CH:7]=[CH:6][C:5]([C@@H:8]2[O:13][CH2:12][CH2:11][N:10]([C:14]([O:16][C:17]([CH3:20])([CH3:19])[CH3:18])=[O:15])[CH2:9]2)=[CH:4][C:3]=1[F:21].[F:22][CH:23]([F:39])[O:24][C:25]1[CH:26]=[C:27]([N:31]2[CH:35]=[C:34]([C:36](O)=[O:37])[CH:33]=[N:32]2)[CH:28]=[CH:29][CH:30]=1.CN(C(ON1N=NC2C=CC=CC1=2)=[N+](C)C)C.F[P-](F)(F)(F)(F)F.CN1CCOCC1. The catalyst class is: 136.